This data is from Reaction yield outcomes from USPTO patents with 853,638 reactions. The task is: Predict the reaction yield, written as a fraction of the theoretical maximum amount of product (1.0 means a 100% yield; for example, 0.34 means a 34% yield). (1) The reactants are [Br:1][C:2]1[CH:3]=[C:4]2[N:11]([CH3:12])[CH:10]=[CH:9][C:5]2=[N+:6]([O-])[CH:7]=1.C[CH2:14][N:15](CC)CC.C[Si](C#N)(C)C. The catalyst is ClCCCl. The product is [Br:1][C:2]1[CH:3]=[C:4]2[N:11]([CH3:12])[CH:10]=[CH:9][C:5]2=[N:6][C:7]=1[C:14]#[N:15]. The yield is 0.760. (2) The reactants are [NH:1]1[CH:5]=[CH:4][C:3]([NH:6][C:7](=[O:9])[CH3:8])=[N:2]1.[CH3:10]C1NN=C(N)C=1. No catalyst specified. The product is [CH3:10][C:5]1[NH:1][N:2]=[C:3]([NH:6][C:7](=[O:9])[CH3:8])[CH:4]=1. The yield is 0.704. (3) The reactants are [Br:1][C:2]1[CH:16]=[CH:15][C:5]2[N:6]=[C:7]([NH:9][C:10]([NH:12][CH2:13][CH3:14])=[O:11])[S:8][C:4]=2[C:3]=1[OH:17].[C:18](=O)([O-])[O-].[K+].[K+].IC. The catalyst is CN(C=O)C. The product is [Br:1][C:2]1[CH:16]=[CH:15][C:5]2[N:6]=[C:7]([NH:9][C:10]([NH:12][CH2:13][CH3:14])=[O:11])[S:8][C:4]=2[C:3]=1[O:17][CH3:18]. The yield is 0.0200.